From a dataset of Catalyst prediction with 721,799 reactions and 888 catalyst types from USPTO. Predict which catalyst facilitates the given reaction. (1) Reactant: Cl[C:2]1[N:7]=[CH:6][C:5]([C:8]([OH:10])=[O:9])=[CH:4][C:3]=1[N+:11]([O-:13])=[O:12].[CH2:14]([NH2:17])[CH:15]=[CH2:16]. Product: [N+:11]([C:3]1[CH:4]=[C:5]([C:8]([OH:10])=[O:9])[CH:6]=[N:7][C:2]=1[NH:17][CH2:14][CH:15]=[CH2:16])([O-:13])=[O:12]. The catalyst class is: 5. (2) Product: [NH2:3][C:4]1[C:5]([SH:1])=[C:6]([CH:7]=[CH:8][CH:9]=1)[C:10]([O:12][CH3:13])=[O:11]. The catalyst class is: 505. Reactant: [S:1]1[C:5]2[C:6]([C:10]([O:12][CH3:13])=[O:11])=[CH:7][CH:8]=[CH:9][C:4]=2[N:3]=N1. (3) Reactant: [N:1]12CCC(CC1)CC2.[F:9][C:10]1[CH:11]=[C:12]([CH:16]=[C:17]([F:19])[CH:18]=1)[C:13](O)=[O:14].C(N(CC)CC)C. Product: [F:9][C:10]1[CH:11]=[C:12]([CH:16]=[C:17]([F:19])[CH:18]=1)[C:13]([NH2:1])=[O:14]. The catalyst class is: 42. (4) Reactant: [NH2:1][C@H:2]1[CH2:7][CH2:6][C@H:5]([CH2:8][NH:9][C:10]2[C:15]([N+:16]([O-:18])=[O:17])=[CH:14][N:13]=[C:12]([NH:19][CH2:20][C:21]3[CH:26]=[CH:25][CH:24]=[CH:23][C:22]=3[O:27][C:28]([F:31])([F:30])[F:29])[N:11]=2)[CH2:4][CH2:3]1.Br[CH:33]([CH2:41][CH2:42]Br)[C:34]([O:36][C:37]([CH3:40])([CH3:39])[CH3:38])=[O:35].CCN(C(C)C)C(C)C. Product: [C:37]([O:36][C:34]([CH:33]1[CH2:41][CH2:42][N:1]1[C@H:2]1[CH2:3][CH2:4][C@H:5]([CH2:8][NH:9][C:10]2[C:15]([N+:16]([O-:18])=[O:17])=[CH:14][N:13]=[C:12]([NH:19][CH2:20][C:21]3[CH:26]=[CH:25][CH:24]=[CH:23][C:22]=3[O:27][C:28]([F:30])([F:31])[F:29])[N:11]=2)[CH2:6][CH2:7]1)=[O:35])([CH3:40])([CH3:39])[CH3:38]. The catalyst class is: 31. (5) Reactant: [H-].[Na+].[Br:3][C:4]1[CH:5]=[CH:6][C:7]([Cl:11])=[C:8]([CH:10]=1)[NH2:9].[CH3:12][O:13][C:14]1[CH:21]=[CH:20][C:17]([CH2:18]Cl)=[CH:16][CH:15]=1. Product: [Br:3][C:4]1[CH:5]=[CH:6][C:7]([Cl:11])=[C:8]([CH:10]=1)[N:9]([CH2:18][C:17]1[CH:20]=[CH:21][C:14]([O:13][CH3:12])=[CH:15][CH:16]=1)[CH2:18][C:17]1[CH:20]=[CH:21][C:14]([O:13][CH3:12])=[CH:15][CH:16]=1. The catalyst class is: 1. (6) Reactant: [CH:1]([C:4]1[C:12]2[C:7](=[CH:8][CH:9]=[C:10]([O:13][C:14]3[C:19]([CH3:20])=[CH:18][C:17]([NH2:21])=[CH:16][C:15]=3[CH3:22])[CH:11]=2)[NH:6][CH:5]=1)([CH3:3])[CH3:2].Br[CH2:24][C:25]([O:27][CH2:28][CH3:29])=[O:26].C([O-])(=O)C.[Na+].O. Product: [CH:1]([C:4]1[C:12]2[C:7](=[CH:8][CH:9]=[C:10]([O:13][C:14]3[C:15]([CH3:22])=[CH:16][C:17]([NH:21][CH2:24][C:25]([O:27][CH2:28][CH3:29])=[O:26])=[CH:18][C:19]=3[CH3:20])[CH:11]=2)[NH:6][CH:5]=1)([CH3:3])[CH3:2]. The catalyst class is: 8. (7) Reactant: [CH2:1]([NH:8][C:9]1[N:17]=[C:16]2[C:12]([N:13]=[CH:14][N:15]2[CH2:18][CH3:19])=[C:11]([NH2:20])[N:10]=1)[C:2]1[CH:7]=[CH:6][CH:5]=[CH:4][CH:3]=1.[Br:21]N1C(=O)CCC1=O. Product: [CH2:1]([NH:8][C:9]1[N:17]=[C:16]2[C:12]([N:13]=[C:14]([Br:21])[N:15]2[CH2:18][CH3:19])=[C:11]([NH2:20])[N:10]=1)[C:2]1[CH:7]=[CH:6][CH:5]=[CH:4][CH:3]=1. The catalyst class is: 3.